From a dataset of Forward reaction prediction with 1.9M reactions from USPTO patents (1976-2016). Predict the product of the given reaction. (1) Given the reactants FC1C=C(C(N)=O)C2O[C:8]([C:10]3[CH:15]=[CH:14][C:13]([CH2:16][N:17]4[CH2:21][CH2:20][CH2:19]C4)=[CH:12][CH:11]=3)=[CH:7]C=2C=1.C(C1C=CC(C=O)=CC=1)#C.C1(N)CC1, predict the reaction product. The product is: [C:8]([C:10]1[CH:11]=[CH:12][C:13]([CH2:16][NH:17][CH:21]2[CH2:20][CH2:19]2)=[CH:14][CH:15]=1)#[CH:7]. (2) The product is: [CH2:18]([O:12][C:11](=[O:13])[CH2:10][C:3]1[C:4]2[C:9](=[CH:8][CH:7]=[CH:6][CH:5]=2)[NH:1][CH:2]=1)[CH3:19]. Given the reactants [NH:1]1[C:9]2[C:4](=[CH:5][CH:6]=[CH:7][CH:8]=2)[C:3]([CH2:10][C:11]([OH:13])=[O:12])=[CH:2]1.O=S(Cl)Cl.[CH3:18][CH2:19]O, predict the reaction product.